From a dataset of NCI-60 drug combinations with 297,098 pairs across 59 cell lines. Regression. Given two drug SMILES strings and cell line genomic features, predict the synergy score measuring deviation from expected non-interaction effect. (1) Drug 1: CC(C1=C(C=CC(=C1Cl)F)Cl)OC2=C(N=CC(=C2)C3=CN(N=C3)C4CCNCC4)N. Drug 2: CC1=C2C(C(=O)C3(C(CC4C(C3C(C(C2(C)C)(CC1OC(=O)C(C(C5=CC=CC=C5)NC(=O)C6=CC=CC=C6)O)O)OC(=O)C7=CC=CC=C7)(CO4)OC(=O)C)O)C)OC(=O)C. Cell line: OVCAR-8. Synergy scores: CSS=50.1, Synergy_ZIP=0.336, Synergy_Bliss=-1.54, Synergy_Loewe=-19.5, Synergy_HSA=-2.16. (2) Drug 1: CC1C(C(CC(O1)OC2CC(OC(C2O)C)OC3=CC4=CC5=C(C(=O)C(C(C5)C(C(=O)C(C(C)O)O)OC)OC6CC(C(C(O6)C)O)OC7CC(C(C(O7)C)O)OC8CC(C(C(O8)C)O)(C)O)C(=C4C(=C3C)O)O)O)O. Drug 2: C(CCl)NC(=O)N(CCCl)N=O. Cell line: T-47D. Synergy scores: CSS=32.9, Synergy_ZIP=4.45, Synergy_Bliss=5.08, Synergy_Loewe=-15.5, Synergy_HSA=4.88. (3) Synergy scores: CSS=71.0, Synergy_ZIP=0.776, Synergy_Bliss=-3.64, Synergy_Loewe=-20.3, Synergy_HSA=-4.01. Drug 1: CC1C(C(CC(O1)OC2CC(OC(C2O)C)OC3=CC4=CC5=C(C(=O)C(C(C5)C(C(=O)C(C(C)O)O)OC)OC6CC(C(C(O6)C)O)OC7CC(C(C(O7)C)O)OC8CC(C(C(O8)C)O)(C)O)C(=C4C(=C3C)O)O)O)O. Drug 2: C(CC(=O)O)C(=O)CN.Cl. Cell line: CCRF-CEM. (4) Synergy scores: CSS=23.8, Synergy_ZIP=0.478, Synergy_Bliss=-1.84, Synergy_Loewe=-13.0, Synergy_HSA=-3.24. Cell line: RXF 393. Drug 1: CC1C(C(=O)NC(C(=O)N2CCCC2C(=O)N(CC(=O)N(C(C(=O)O1)C(C)C)C)C)C(C)C)NC(=O)C3=C4C(=C(C=C3)C)OC5=C(C(=O)C(=C(C5=N4)C(=O)NC6C(OC(=O)C(N(C(=O)CN(C(=O)C7CCCN7C(=O)C(NC6=O)C(C)C)C)C)C(C)C)C)N)C. Drug 2: CC1CCCC2(C(O2)CC(NC(=O)CC(C(C(=O)C(C1O)C)(C)C)O)C(=CC3=CSC(=N3)C)C)C. (5) Drug 1: COC1=CC(=CC(=C1O)OC)C2C3C(COC3=O)C(C4=CC5=C(C=C24)OCO5)OC6C(C(C7C(O6)COC(O7)C8=CC=CS8)O)O. Drug 2: C1CNP(=O)(OC1)N(CCCl)CCCl. Cell line: A498. Synergy scores: CSS=26.1, Synergy_ZIP=0.532, Synergy_Bliss=-0.634, Synergy_Loewe=-31.6, Synergy_HSA=-2.80. (6) Drug 1: CC1=C(C(=CC=C1)Cl)NC(=O)C2=CN=C(S2)NC3=CC(=NC(=N3)C)N4CCN(CC4)CCO. Drug 2: CC(C)(C#N)C1=CC(=CC(=C1)CN2C=NC=N2)C(C)(C)C#N. Cell line: NCIH23. Synergy scores: CSS=4.24, Synergy_ZIP=-3.87, Synergy_Bliss=-3.14, Synergy_Loewe=-7.72, Synergy_HSA=-2.62. (7) Drug 1: C1=CC(=C2C(=C1NCCNCCO)C(=O)C3=C(C=CC(=C3C2=O)O)O)NCCNCCO. Drug 2: C1CN1P(=S)(N2CC2)N3CC3. Cell line: A549. Synergy scores: CSS=55.0, Synergy_ZIP=-6.55, Synergy_Bliss=-4.29, Synergy_Loewe=-2.36, Synergy_HSA=0.924.